This data is from Forward reaction prediction with 1.9M reactions from USPTO patents (1976-2016). The task is: Predict the product of the given reaction. (1) The product is: [S:39]([OH:42])(=[O:41])(=[O:40])[CH3:38].[C:1]([C:3]1[CH:4]=[C:5]([NH:9][C:10]2[C:19]3[C:14](=[CH:15][C:16]([O:25][CH2:26][CH2:27][O:28][CH3:29])=[C:17]([O:20][CH2:21][CH2:22][O:23][CH3:24])[CH:18]=3)[N:13]=[CH:12][N:11]=2)[CH:6]=[CH:7][CH:8]=1)#[CH:2]. Given the reactants [C:1]([C:3]1[CH:4]=[C:5]([NH:9][C:10]2[C:19]3[C:14](=[CH:15][C:16]([O:25][CH2:26][CH2:27][O:28][CH3:29])=[C:17]([O:20][CH2:21][CH2:22][O:23][CH3:24])[CH:18]=3)[N:13]=[CH:12][N:11]=2)[CH:6]=[CH:7][CH:8]=1)#[CH:2].C(OCC)(=O)C.[OH-].[Na+].[CH3:38][S:39]([OH:42])(=[O:41])=[O:40], predict the reaction product. (2) Given the reactants O=P(Cl)(Cl)[Cl:3].[CH3:6][O:7][C:8]1[CH:9]=[C:10]2[C:15](=[CH:16][C:17]=1[O:18][CH2:19][C:20]1[CH:25]=[CH:24][N:23]=[CH:22][CH:21]=1)[N:14]=[CH:13][NH:12][C:11]2=O.CN(C)C1C=CC=CC=1, predict the reaction product. The product is: [Cl:3][C:11]1[C:10]2[C:15](=[CH:16][C:17]([O:18][CH2:19][C:20]3[CH:25]=[CH:24][N:23]=[CH:22][CH:21]=3)=[C:8]([O:7][CH3:6])[CH:9]=2)[N:14]=[CH:13][N:12]=1. (3) Given the reactants [C:1]([N:3]=[C:4]([NH:19][CH2:20][C:21]([O:23][CH2:24][CH3:25])=[O:22])[N:5]1[CH2:10][CH2:9][CH2:8][CH:7]([NH:11][C:12]([O:14][C:15]([CH3:18])([CH3:17])[CH3:16])=[O:13])[CH2:6]1)#[N:2].Br[CH2:27][CH:28]=[C:29]([CH3:31])[CH3:30].C(=O)([O-])[O-].[K+].[K+], predict the reaction product. The product is: [C:1]([N:3]=[C:4]([N:19]([CH2:27][CH:28]=[C:29]([CH3:31])[CH3:30])[CH2:20][C:21]([O:23][CH2:24][CH3:25])=[O:22])[N:5]1[CH2:10][CH2:9][CH2:8][CH:7]([NH:11][C:12]([O:14][C:15]([CH3:17])([CH3:18])[CH3:16])=[O:13])[CH2:6]1)#[N:2]. (4) Given the reactants [CH3:1][O:2][C:3]1[CH:4]=[C:5]([CH:23]=[C:24]([O:26][CH3:27])[CH:25]=1)[O:6][CH2:7][C@@H:8]1[C@:17]2([CH3:18])[C@H:12]([C:13]([CH3:20])([CH3:19])[CH2:14][CH2:15][CH2:16]2)[CH2:11][CH2:10][C@@:9]1([CH3:22])O.Cl[Sn](Cl)(Cl)Cl, predict the reaction product. The product is: [CH3:27][O:26][C:24]1[CH:25]=[C:3]([O:2][CH3:1])[CH:4]=[C:5]2[C:23]=1[C@@:9]1([CH3:22])[C@H:8]([CH2:7][O:6]2)[C@:17]2([CH3:18])[C@H:12]([C:13]([CH3:20])([CH3:19])[CH2:14][CH2:15][CH2:16]2)[CH2:11][CH2:10]1. (5) Given the reactants C(OC1C(F)=CC=C2C=1C([C:19](=[O:25])[C:20]([N:22]([CH3:24])[CH3:23])=[O:21])=CN2)C1C=CC=CC=1.[Br:26][C:27]1[CH:35]=[C:34]2[C:30]([CH:31]=[CH:32][N:33]2[CH2:36][CH3:37])=[C:29]([O:38][CH3:39])[CH:28]=1, predict the reaction product. The product is: [Br:26][C:27]1[CH:35]=[C:34]2[C:30]([C:31]([C:19](=[O:25])[C:20]([N:22]([CH3:24])[CH3:23])=[O:21])=[CH:32][N:33]2[CH2:36][CH3:37])=[C:29]([O:38][CH3:39])[CH:28]=1.